The task is: Predict which catalyst facilitates the given reaction.. This data is from Catalyst prediction with 721,799 reactions and 888 catalyst types from USPTO. (1) Reactant: [Cl:1][C:2]1[N:7]=[C:6]([NH:8][CH2:9][C:10]2[CH:11]=[N:12][N:13]([CH3:15])[CH:14]=2)[C:5]([C:16]([O:18]CC)=[O:17])=[CH:4][N:3]=1.[Li+].[OH-]. Product: [Cl:1][C:2]1[N:7]=[C:6]([NH:8][CH2:9][C:10]2[CH:11]=[N:12][N:13]([CH3:15])[CH:14]=2)[C:5]([C:16]([OH:18])=[O:17])=[CH:4][N:3]=1. The catalyst class is: 1. (2) Reactant: [Cl-].O[NH3+].[CH3:4][O:5][C:6]1[CH:47]=[CH:46][C:9]([CH2:10][N:11]([CH2:37][C:38]2[CH:43]=[CH:42][C:41]([O:44][CH3:45])=[CH:40][CH:39]=2)[C:12]2[N:17]=[C:16]([CH3:18])[N:15]=[C:14]([C:19]3[C:20]([NH:27][C:28]4[CH:29]=[N:30][C:31]([O:35][CH3:36])=[C:32]([F:34])[CH:33]=4)=[N:21][CH:22]=[C:23]([CH:26]=3)[CH:24]=O)[N:13]=2)=[CH:8][CH:7]=1.[N:48]1C=CC=CC=1.C(OC(=O)C)(=O)C. Product: [CH3:45][O:44][C:41]1[CH:40]=[CH:39][C:38]([CH2:37][N:11]([CH2:10][C:9]2[CH:8]=[CH:7][C:6]([O:5][CH3:4])=[CH:47][CH:46]=2)[C:12]2[N:17]=[C:16]([CH3:18])[N:15]=[C:14]([C:19]3[C:20]([NH:27][C:28]4[CH:29]=[N:30][C:31]([O:35][CH3:36])=[C:32]([F:34])[CH:33]=4)=[N:21][CH:22]=[C:23]([CH:26]=3)[C:24]#[N:48])[N:13]=2)=[CH:43][CH:42]=1. The catalyst class is: 656. (3) Reactant: [CH2:1]([O:8][C:9]1[CH:14]=[CH:13][C:12]([C:15]2[N:32]([CH2:33][O:34][CH2:35][CH2:36][Si:37]([CH3:40])([CH3:39])[CH3:38])[C:18]3[N:19]=[CH:20][N:21]=[C:22]([O:23][C:24]4[CH:29]=[CH:28][C:27]([NH2:30])=[C:26]([Cl:31])[CH:25]=4)[C:17]=3[CH:16]=2)=[CH:11][CH:10]=1)[C:2]1[CH:7]=[CH:6][CH:5]=[CH:4][CH:3]=1.[N:41]1[CH:46]=C[CH:44]=[CH:43][CH:42]=1.C(Cl)(=O)[O:48]C1C=CC=CC=1.C1(N)CC1. Product: [CH2:1]([O:8][C:9]1[CH:14]=[CH:13][C:12]([C:15]2[N:32]([CH2:33][O:34][CH2:35][CH2:36][Si:37]([CH3:40])([CH3:39])[CH3:38])[C:18]3[N:19]=[CH:20][N:21]=[C:22]([O:23][C:24]4[CH:29]=[CH:28][C:27]([NH:30][C:46]([NH:41][CH:42]5[CH2:44][CH2:43]5)=[O:48])=[C:26]([Cl:31])[CH:25]=4)[C:17]=3[CH:16]=2)=[CH:11][CH:10]=1)[C:2]1[CH:3]=[CH:4][CH:5]=[CH:6][CH:7]=1. The catalyst class is: 35. (4) Reactant: [Br:1]N1C(=O)CCC1=O.[C:9]([O:13][C:14](=[O:40])[NH:15][C@@H:16]([CH:38]=[CH2:39])[CH2:17][N:18]1[C:22]2[N:23]=[CH:24][N:25]=[C:26]([NH2:27])[C:21]=2[C:20]([C:28]2[CH:29]=[N:30][C:31]3[C:36]([CH:37]=2)=[CH:35][CH:34]=[CH:33][CH:32]=3)=[CH:19]1)([CH3:12])([CH3:11])[CH3:10].S([O-])([O-])(=O)=S.[Na+].[Na+].C(OCC)(=O)C. Product: [C:9]([O:13][C:14](=[O:40])[NH:15][C@@H:16]([CH:38]=[CH2:39])[CH2:17][N:18]1[C:22]2[N:23]=[CH:24][N:25]=[C:26]([NH2:27])[C:21]=2[C:20]([C:28]2[CH:29]=[N:30][C:31]3[C:36]([CH:37]=2)=[CH:35][CH:34]=[CH:33][CH:32]=3)=[C:19]1[Br:1])([CH3:12])([CH3:11])[CH3:10]. The catalyst class is: 3. (5) Reactant: C([O:5][C:6](=[O:19])/[CH:7]=[CH:8]/[C:9]1[CH:10]=[C:11]2[O:17][C:16](=[O:18])[NH:15][C:12]2=[N:13][CH:14]=1)(C)(C)C.[Cl:20]CCl. Product: [ClH:20].[O:18]=[C:16]1[NH:15][C:12]2=[N:13][CH:14]=[C:9](/[CH:8]=[CH:7]/[C:6]([OH:19])=[O:5])[CH:10]=[C:11]2[O:17]1. The catalyst class is: 55.